From a dataset of NCI-60 drug combinations with 297,098 pairs across 59 cell lines. Regression. Given two drug SMILES strings and cell line genomic features, predict the synergy score measuring deviation from expected non-interaction effect. (1) Drug 1: C1=CC(=C2C(=C1NCCNCCO)C(=O)C3=C(C=CC(=C3C2=O)O)O)NCCNCCO. Drug 2: CC1=C(C=C(C=C1)NC(=O)C2=CC=C(C=C2)CN3CCN(CC3)C)NC4=NC=CC(=N4)C5=CN=CC=C5. Cell line: HT29. Synergy scores: CSS=57.5, Synergy_ZIP=16.7, Synergy_Bliss=16.4, Synergy_Loewe=-7.01, Synergy_HSA=16.1. (2) Drug 1: CC12CCC3C(C1CCC2=O)CC(=C)C4=CC(=O)C=CC34C. Drug 2: CNC(=O)C1=NC=CC(=C1)OC2=CC=C(C=C2)NC(=O)NC3=CC(=C(C=C3)Cl)C(F)(F)F. Cell line: UACC62. Synergy scores: CSS=31.8, Synergy_ZIP=0.965, Synergy_Bliss=-0.0238, Synergy_Loewe=-5.77, Synergy_HSA=2.88. (3) Drug 1: C1=CC(=C(C=C1I)F)NC2=C(C=CC(=C2F)F)C(=O)NOCC(CO)O. Drug 2: CC1=C(C(=CC=C1)Cl)NC(=O)C2=CN=C(S2)NC3=CC(=NC(=N3)C)N4CCN(CC4)CCO. Cell line: SW-620. Synergy scores: CSS=43.4, Synergy_ZIP=-1.85, Synergy_Bliss=-4.99, Synergy_Loewe=-19.2, Synergy_HSA=-1.79. (4) Drug 1: COC1=CC(=CC(=C1O)OC)C2C3C(COC3=O)C(C4=CC5=C(C=C24)OCO5)OC6C(C(C7C(O6)COC(O7)C8=CC=CS8)O)O. Drug 2: CC1=CC2C(CCC3(C2CCC3(C(=O)C)OC(=O)C)C)C4(C1=CC(=O)CC4)C. Cell line: NCI-H460. Synergy scores: CSS=53.4, Synergy_ZIP=8.14, Synergy_Bliss=7.21, Synergy_Loewe=-26.6, Synergy_HSA=7.22. (5) Drug 1: C1=CC(=CC=C1C#N)C(C2=CC=C(C=C2)C#N)N3C=NC=N3. Drug 2: CCC(=C(C1=CC=CC=C1)C2=CC=C(C=C2)OCCN(C)C)C3=CC=CC=C3.C(C(=O)O)C(CC(=O)O)(C(=O)O)O. Cell line: ACHN. Synergy scores: CSS=3.70, Synergy_ZIP=-0.0880, Synergy_Bliss=0.816, Synergy_Loewe=-2.54, Synergy_HSA=1.01. (6) Drug 1: C1C(C(OC1N2C=NC3=C2NC=NCC3O)CO)O. Drug 2: CC1C(C(CC(O1)OC2CC(CC3=C2C(=C4C(=C3O)C(=O)C5=C(C4=O)C(=CC=C5)OC)O)(C(=O)CO)O)N)O.Cl. Cell line: CCRF-CEM. Synergy scores: CSS=35.9, Synergy_ZIP=-3.25, Synergy_Bliss=-7.76, Synergy_Loewe=-25.3, Synergy_HSA=-5.07. (7) Drug 1: CC1C(C(CC(O1)OC2CC(OC(C2O)C)OC3=CC4=CC5=C(C(=O)C(C(C5)C(C(=O)C(C(C)O)O)OC)OC6CC(C(C(O6)C)O)OC7CC(C(C(O7)C)O)OC8CC(C(C(O8)C)O)(C)O)C(=C4C(=C3C)O)O)O)O. Cell line: UO-31. Drug 2: C#CCC(CC1=CN=C2C(=N1)C(=NC(=N2)N)N)C3=CC=C(C=C3)C(=O)NC(CCC(=O)O)C(=O)O. Synergy scores: CSS=50.6, Synergy_ZIP=-0.430, Synergy_Bliss=-0.623, Synergy_Loewe=-0.996, Synergy_HSA=-0.967. (8) Drug 1: C1=NC2=C(N=C(N=C2N1C3C(C(C(O3)CO)O)O)F)N. Drug 2: COCCOC1=C(C=C2C(=C1)C(=NC=N2)NC3=CC=CC(=C3)C#C)OCCOC.Cl. Cell line: OVCAR-8. Synergy scores: CSS=49.9, Synergy_ZIP=-4.89, Synergy_Bliss=-10.9, Synergy_Loewe=-9.69, Synergy_HSA=-8.43.